This data is from Reaction yield outcomes from USPTO patents with 853,638 reactions. The task is: Predict the reaction yield, written as a fraction of the theoretical maximum amount of product (1.0 means a 100% yield; for example, 0.34 means a 34% yield). (1) The reactants are [Cl-].O[NH3+:3].[C:4](=[O:7])([O-])[OH:5].[Na+].CS(C)=O.[CH2:13]([C:15]1[S:51][C:18]2[N:19]([CH2:36][C:37]3[CH:42]=[CH:41][C:40]([C:43]4[C:44]([C:49]#[N:50])=[CH:45][CH:46]=[CH:47][CH:48]=4)=[CH:39][CH:38]=3)[C:20](=[O:35])[N:21]([CH2:24][C:25]([C:27]3[CH:32]=[CH:31][CH:30]=[CH:29][C:28]=3[O:33][CH3:34])=[O:26])[C:22](=[O:23])[C:17]=2[CH:16]=1)[CH3:14]. The catalyst is C(Cl)(Cl)Cl. The product is [CH2:13]([C:15]1[S:51][C:18]2[N:19]([CH2:36][C:37]3[CH:38]=[CH:39][C:40]([C:43]4[CH:48]=[CH:47][CH:46]=[CH:45][C:44]=4[C:49]4[NH:3][C:4](=[O:7])[O:5][N:50]=4)=[CH:41][CH:42]=3)[C:20](=[O:35])[N:21]([CH2:24][C:25]([C:27]3[CH:32]=[CH:31][CH:30]=[CH:29][C:28]=3[O:33][CH3:34])=[O:26])[C:22](=[O:23])[C:17]=2[CH:16]=1)[CH3:14]. The yield is 0.260. (2) The reactants are [CH2:1]([N:8]1CCN(C2SC(C(O)=O)=C(C)N=2)C1=O)[C:2]1[CH:7]=[CH:6][CH:5]=[CH:4][CH:3]=1.[F:23][C:24]1[CH:45]=[CH:44][C:27]([CH2:28][N:29]2[CH2:33][CH2:32][N:31]([C:34]3[S:35][C:36]([C:40](O)=[O:41])=[C:37]([CH3:39])[N:38]=3)[C:30]2=[O:43])=[CH:26][CH:25]=1.C(N)C1C=CC=CC=1. No catalyst specified. The product is [CH2:1]([NH:8][C:40]([C:36]1[S:35][C:34]([N:31]2[CH2:32][CH2:33][N:29]([CH2:28][C:27]3[CH:26]=[CH:25][C:24]([F:23])=[CH:45][CH:44]=3)[C:30]2=[O:43])=[N:38][C:37]=1[CH3:39])=[O:41])[C:2]1[CH:7]=[CH:6][CH:5]=[CH:4][CH:3]=1. The yield is 0.160. (3) The reactants are [C:1]([C:4]1[CH:5]=[C:6]([C:10]2[CH:15]=[CH:14][C:13]([CH:16]([CH3:25])[CH2:17][NH:18][S:19]([CH:22]([CH3:24])[CH3:23])(=[O:21])=[O:20])=[CH:12][CH:11]=2)[CH:7]=[CH:8][CH:9]=1)(=[O:3])[CH3:2].[BH4-].[Na+]. The catalyst is C(O)C. The product is [OH:3][CH:1]([C:4]1[CH:5]=[C:6]([C:10]2[CH:15]=[CH:14][C:13]([CH:16]([CH3:25])[CH2:17][NH:18][S:19]([CH:22]([CH3:24])[CH3:23])(=[O:21])=[O:20])=[CH:12][CH:11]=2)[CH:7]=[CH:8][CH:9]=1)[CH3:2]. The yield is 0.650. (4) The reactants are O1[C:5]2([CH2:15][CH2:14][C:8]3([CH2:12][C:11](=[O:13])[NH:10][CH2:9]3)[CH2:7][CH2:6]2)[O:4]CC1.O.C1(C)C=CC(S([O-])(=O)=O)=CC=1.[NH+]1C=CC=CC=1. The catalyst is CC(C)=O. The product is [CH2:9]1[C:8]2([CH2:7][CH2:6][C:5](=[O:4])[CH2:15][CH2:14]2)[CH2:12][C:11](=[O:13])[NH:10]1. The yield is 0.580.